Predict the reaction yield, written as a fraction of the theoretical maximum amount of product (1.0 means a 100% yield; for example, 0.34 means a 34% yield). From a dataset of Reaction yield outcomes from USPTO patents with 853,638 reactions. The reactants are [NH:1]1[CH:5]=[C:4]([C:6]2[O:7][C:8]3[CH:28]=[C:27]([O:29][CH3:30])[CH:26]=[CH:25][C:9]=3[C:10]=2[C:11]([C:13]2[CH:18]=[C:17]([O:19][CH3:20])[C:16]([O:21][CH3:22])=[C:15]([O:23][CH3:24])[CH:14]=2)=[O:12])[N:3]=[CH:2]1.[H-].[Na+].[CH3:33]I. The catalyst is C1COCC1. The product is [CH3:33][N:1]1[CH:5]=[C:4]([C:6]2[O:7][C:8]3[CH:28]=[C:27]([O:29][CH3:30])[CH:26]=[CH:25][C:9]=3[C:10]=2[C:11]([C:13]2[CH:18]=[C:17]([O:19][CH3:20])[C:16]([O:21][CH3:22])=[C:15]([O:23][CH3:24])[CH:14]=2)=[O:12])[N:3]=[CH:2]1. The yield is 0.580.